From a dataset of Peptide-MHC class I binding affinity with 185,985 pairs from IEDB/IMGT. Regression. Given a peptide amino acid sequence and an MHC pseudo amino acid sequence, predict their binding affinity value. This is MHC class I binding data. (1) The peptide sequence is FIDSNEYEV. The MHC is HLA-A02:01 with pseudo-sequence HLA-A02:01. The binding affinity (normalized) is 1.00. (2) The peptide sequence is YVFPVIFSR. The MHC is HLA-A23:01 with pseudo-sequence HLA-A23:01. The binding affinity (normalized) is 0.201. (3) The peptide sequence is CGSAKELHAV. The MHC is HLA-B27:05 with pseudo-sequence HLA-B27:05. The binding affinity (normalized) is 0. (4) The peptide sequence is EVLYNMIDI. The MHC is H-2-Kb with pseudo-sequence H-2-Kb. The binding affinity (normalized) is 0. (5) The peptide sequence is SASVFYRGA. The MHC is HLA-A02:01 with pseudo-sequence HLA-A02:01. The binding affinity (normalized) is 0.295. (6) The peptide sequence is YSQIGAGVYK. The MHC is HLA-A11:01 with pseudo-sequence HLA-A11:01. The binding affinity (normalized) is 0.376.